Dataset: Catalyst prediction with 721,799 reactions and 888 catalyst types from USPTO. Task: Predict which catalyst facilitates the given reaction. Product: [O:8]1[CH2:11][CH2:12][O:13][CH:7]1[C:6]1[N:1]=[C:2]([CH:9]=[O:10])[CH:3]=[CH:4][CH:5]=1. The catalyst class is: 48. Reactant: [N:1]1[C:6]([CH:7]=[O:8])=[CH:5][CH:4]=[CH:3][C:2]=1[CH:9]=[O:10].[CH2:11](O)[CH2:12][OH:13].C1(C)C=CC(S(O)(=O)=O)=CC=1.